This data is from Catalyst prediction with 721,799 reactions and 888 catalyst types from USPTO. The task is: Predict which catalyst facilitates the given reaction. (1) Reactant: [I:1][C:2]1[CH:7]=[CH:6][N:5]=[C:4]([O:8]C)[C:3]=1[C:10]1[NH:11][C:12]2[C:20]([N:21]=1)=[C:19]([CH3:22])[C:18]1[C:17](=[O:23])[N:16]([CH:24]3[CH2:29][CH2:28][N:27]([CH3:30])[CH2:26][CH2:25]3)[C:15](=[O:31])[C:14]=1[CH:13]=2.[ClH:32]. Product: [ClH:32].[Cl:32][C:2]1[CH:7]=[CH:6][NH:5][C:4](=[O:8])[C:3]=1[C:10]1[NH:11][C:12]2[C:20]([N:21]=1)=[C:19]([CH3:22])[C:18]1[C:17](=[O:23])[N:16]([CH:24]3[CH2:29][CH2:28][N:27]([CH3:30])[CH2:26][CH2:25]3)[C:15](=[O:31])[C:14]=1[CH:13]=2.[ClH:32].[I:1][C:2]1[CH:7]=[CH:6][NH:5][C:4](=[O:8])[C:3]=1[C:10]1[NH:11][C:12]2[C:20]([N:21]=1)=[C:19]([CH3:22])[C:18]1[C:17](=[O:23])[N:16]([CH:24]3[CH2:29][CH2:28][N:27]([CH3:30])[CH2:26][CH2:25]3)[C:15](=[O:31])[C:14]=1[CH:13]=2. The catalyst class is: 12. (2) Reactant: [Cl:1][C:2]1[C:21](I)=[CH:20][C:5]([C:6]([NH:8][C:9]2[CH:14]=[CH:13][C:12]([O:15][C:16]([F:19])([F:18])[F:17])=[CH:11][CH:10]=2)=[O:7])=[CH:4][N:3]=1.[F:23][C:24]1[CH:25]=[N:26][CH:27]=[C:28](B2OC(C)(C)C(C)(C)O2)[CH:29]=1.CCCCCC. Product: [Cl:1][C:2]1[C:21]([C:28]2[CH:27]=[N:26][CH:25]=[C:24]([F:23])[CH:29]=2)=[CH:20][C:5]([C:6]([NH:8][C:9]2[CH:14]=[CH:13][C:12]([O:15][C:16]([F:19])([F:18])[F:17])=[CH:11][CH:10]=2)=[O:7])=[CH:4][N:3]=1. The catalyst class is: 2. (3) The catalyst class is: 5. Product: [NH2:1]/[C:2](=[N:19]\[O:20]/[C:25](=[CH:26]/[C:27]([O:29][CH3:30])=[O:28])/[C:23]([O:22][CH3:21])=[O:24])/[CH:3]([N:10]([C:11]([O:12][C:13]([CH3:14])([CH3:15])[CH3:16])=[O:17])[CH3:18])[CH2:4][CH2:5][CH2:6][CH:7]([OH:9])[CH3:8]. Reactant: [NH2:1]/[C:2](=[N:19]\[OH:20])/[CH:3]([N:10]([CH3:18])[C:11](=[O:17])[O:12][C:13]([CH3:16])([CH3:15])[CH3:14])[CH2:4][CH2:5][CH2:6][CH:7]([OH:9])[CH3:8].[CH3:21][O:22][C:23]([C:25]#[C:26][C:27]([O:29][CH3:30])=[O:28])=[O:24].